This data is from Catalyst prediction with 721,799 reactions and 888 catalyst types from USPTO. The task is: Predict which catalyst facilitates the given reaction. (1) Reactant: [F:1][C:2]1[CH:3]=[C:4]([C:8]#[C:9][C:10]2[CH:20]=[CH:19][C:13]([C:14]([O:16]CC)=[O:15])=[CH:12][CH:11]=2)[CH:5]=[CH:6][CH:7]=1.[OH-].[Na+]. Product: [F:1][C:2]1[CH:3]=[C:4]([C:8]#[C:9][C:10]2[CH:11]=[CH:12][C:13]([C:14]([OH:16])=[O:15])=[CH:19][CH:20]=2)[CH:5]=[CH:6][CH:7]=1. The catalyst class is: 23. (2) Reactant: [NH:1]1[C:9]2[C:4](=[CH:5][CH:6]=[CH:7][CH:8]=2)[C:3]2([C:13]3=[CH:14][C:15]4[CH2:19][CH2:18][O:17][C:16]=4[CH:20]=[C:12]3[O:11][CH2:10]2)[C:2]1=[O:21].[H-].[Na+].[CH2:24]([O:31][C:32]1[CH:37]=[CH:36][CH:35]=[C:34]([CH2:38]Br)[CH:33]=1)[C:25]1[CH:30]=[CH:29][CH:28]=[CH:27][CH:26]=1.O. Product: [CH2:24]([O:31][C:32]1[CH:33]=[C:34]([CH:35]=[CH:36][CH:37]=1)[CH2:38][N:1]1[C:9]2[C:4](=[CH:5][CH:6]=[CH:7][CH:8]=2)[C:3]2([CH2:10][O:11][C:12]3[CH:20]=[C:16]4[C:15](=[CH:14][C:13]2=3)[CH2:19][CH2:18][O:17]4)[C:2]1=[O:21])[C:25]1[CH:26]=[CH:27][CH:28]=[CH:29][CH:30]=1. The catalyst class is: 42. (3) Reactant: [NH:1]1[C:9]2[C:4](=[CH:5][C:6]([C:10]([O:12][CH3:13])=[O:11])=[CH:7][CH:8]=2)[CH:3]=[CH:2]1.[H-].[Na+].[CH2:16](Br)[C:17]1[CH:22]=[CH:21][CH:20]=[CH:19][CH:18]=1.O. Product: [C:17]1([CH2:16][N:1]2[C:9]3[C:4](=[CH:5][C:6]([C:10]([O:12][CH3:13])=[O:11])=[CH:7][CH:8]=3)[CH:3]=[CH:2]2)[CH:22]=[CH:21][CH:20]=[CH:19][CH:18]=1. The catalyst class is: 39. (4) Reactant: [CH3:1][O:2][C:3](=[O:29])[C@@H:4]([NH:21]C(OC(C)(C)C)=O)[CH2:5][C:6]1[CH:11]=[CH:10][C:9]([O:12][C:13]2[CH:18]=[CH:17][N:16]=[C:15]([CH3:19])[C:14]=2[CH3:20])=[CH:8][CH:7]=1.[ClH:30]. Product: [ClH:30].[ClH:30].[CH3:1][O:2][C:3](=[O:29])[C@@H:4]([NH2:21])[CH2:5][C:6]1[CH:7]=[CH:8][C:9]([O:12][C:13]2[CH:18]=[CH:17][N:16]=[C:15]([CH3:19])[C:14]=2[CH3:20])=[CH:10][CH:11]=1. The catalyst class is: 2. (5) Reactant: CS(C)=O.[CH:5]1([N:8]2[C:17]3[C:12](=[CH:13][C:14]([F:21])=[C:15](F)[C:16]=3[O:18][CH3:19])[C:11](=[O:22])[C:10]([C:23]([OH:25])=[O:24])=[CH:9]2)[CH2:7][CH2:6]1.C(OC([NH:33][C@H:34]1[C@@H:38]([CH2:39][F:40])[CH2:37][NH:36][CH2:35]1)=O)(C)(C)C. The catalyst class is: 66. Product: [NH2:33][C@H:34]1[C@@H:38]([CH2:39][F:40])[CH2:37][N:36]([C:15]2[C:16]([O:18][CH3:19])=[C:17]3[C:12]([C:11](=[O:22])[C:10]([C:23]([OH:25])=[O:24])=[CH:9][N:8]3[CH:5]3[CH2:6][CH2:7]3)=[CH:13][C:14]=2[F:21])[CH2:35]1.